The task is: Predict the product of the given reaction.. This data is from Forward reaction prediction with 1.9M reactions from USPTO patents (1976-2016). Given the reactants Cl[CH:2]([O:4][C:5](=[O:32])[N:6]([C:15]1[CH:20]=[CH:19][C:18]([C:21](=[O:30])[C:22]2[CH:27]=[CH:26][C:25]([Cl:28])=[CH:24][C:23]=2[CH3:29])=[C:17]([Cl:31])[CH:16]=1)[C:7]1[CH:12]=[CH:11][C:10]([F:13])=[CH:9][C:8]=1[CH3:14])[CH3:3].[CH3:33][O:34][CH2:35][CH2:36][C:37]([O-:39])=[O:38].C([N+](CCCC)(CCCC)CCCC)CCC, predict the reaction product. The product is: [Cl:31][C:17]1[CH:16]=[C:15]([N:6]([C:7]2[CH:12]=[CH:11][C:10]([F:13])=[CH:9][C:8]=2[CH3:14])[C:5]([O:4][CH:2]([O:39][C:37](=[O:38])[CH2:36][CH2:35][O:34][CH3:33])[CH3:3])=[O:32])[CH:20]=[CH:19][C:18]=1[C:21](=[O:30])[C:22]1[CH:27]=[CH:26][C:25]([Cl:28])=[CH:24][C:23]=1[CH3:29].